This data is from Full USPTO retrosynthesis dataset with 1.9M reactions from patents (1976-2016). The task is: Predict the reactants needed to synthesize the given product. (1) Given the product [Cl:1][C:2]1[N:7]=[C:6]([NH:22][C:18]2[CH:17]=[C:16]3[C:21](=[CH:20][CH:19]=2)[N:12]=[CH:13][CH:14]=[CH:15]3)[C:5]([N+:9]([O-:11])=[O:10])=[CH:4][N:3]=1, predict the reactants needed to synthesize it. The reactants are: [Cl:1][C:2]1[N:7]=[C:6](Cl)[C:5]([N+:9]([O-:11])=[O:10])=[CH:4][N:3]=1.[N:12]1[C:21]2[C:16](=[CH:17][C:18]([NH2:22])=[CH:19][CH:20]=2)[CH:15]=[CH:14][CH:13]=1. (2) Given the product [C:41]([C:40]1[CH:43]=[C:44]([C:47]2[O:51][N:50]=[C:49]([C:52]3[CH:62]=[CH:61][C:55]4[CH2:56][CH2:57][N:58]([C:10](=[O:12])[CH2:9][NH:8][C:6](=[O:7])[O:5][C:2]([CH3:1])([CH3:3])[CH3:4])[CH2:59][CH2:60][C:54]=4[CH:53]=3)[N:48]=2)[CH:45]=[CH:46][C:39]=1[NH:38][CH2:35][CH2:36][CH3:37])#[N:42], predict the reactants needed to synthesize it. The reactants are: [CH3:1][C:2]([O:5][C:6]([NH:8][CH2:9][C:10]([OH:12])=O)=[O:7])([CH3:4])[CH3:3].C1C=CC2N(O)N=NC=2C=1.C(Cl)CCl.C(N1CCOCC1)C.[CH2:35]([NH:38][C:39]1[CH:46]=[CH:45][C:44]([C:47]2[O:51][N:50]=[C:49]([C:52]3[CH:62]=[CH:61][C:55]4[CH2:56][CH2:57][NH:58][CH2:59][CH2:60][C:54]=4[CH:53]=3)[N:48]=2)=[CH:43][C:40]=1[C:41]#[N:42])[CH2:36][CH3:37]. (3) Given the product [CH3:29][C:26]([O:25][C:23]([N:20]1[CH2:21][CH2:22][C@@H:17]([C:10]2[C:11]([O:13][CH2:14][O:15][CH3:16])=[CH:12][N:7]([CH3:6])[C:8](=[O:35])[CH:9]=2)[C@H:18]([C:30]([OH:32])=[O:31])[CH2:19]1)=[O:24])([CH3:27])[CH3:28], predict the reactants needed to synthesize it. The reactants are: C1COCC1.[CH3:6][N:7]1[CH:12]=[C:11]([O:13][CH2:14][O:15][CH3:16])[C:10]([C@@H:17]2[CH2:22][CH2:21][N:20]([C:23]([O:25][C:26]([CH3:29])([CH3:28])[CH3:27])=[O:24])[CH2:19][C@H:18]2[C:30]([O:32]CC)=[O:31])=[CH:9][C:8]1=[O:35].[OH-].[Li+]. (4) Given the product [O:1]=[C:2]1[CH2:7][CH2:6][O:5][CH:4]([C:8]2[CH:9]=[C:10]([CH:15]=[CH:16][CH:17]=2)[C:11]([O:13][CH3:14])=[O:12])[CH2:3]1, predict the reactants needed to synthesize it. The reactants are: [OH:1][CH:2]1[CH2:7][CH2:6][O:5][CH:4]([C:8]2[CH:9]=[C:10]([CH:15]=[CH:16][CH:17]=2)[C:11]([O:13][CH3:14])=[O:12])[CH2:3]1.CC(OI1(OC(C)=O)(OC(C)=O)OC(=O)C2C=CC=CC1=2)=O. (5) The reactants are: [OH:1][CH:2]([C:6]12[CH2:15][CH:10]3[CH2:11][CH:12]([CH2:14][CH:8]([CH2:9]3)[CH2:7]1)[CH2:13]2)[C:3]([OH:5])=[O:4].[C:16](Cl)(=O)C. Given the product [OH:1][CH:2]([C:6]12[CH2:15][CH:10]3[CH2:11][CH:12]([CH2:14][CH:8]([CH2:9]3)[CH2:7]1)[CH2:13]2)[C:3]([O:5][CH3:16])=[O:4], predict the reactants needed to synthesize it. (6) Given the product [CH2:1]([O:6][C:7]1[CH:12]=[CH:11][N:10]=[C:9]([CH2:14][O:19][C:16](=[O:18])[CH3:17])[C:8]=1[CH3:15])[CH2:2][CH2:3][CH2:4][CH3:5], predict the reactants needed to synthesize it. The reactants are: [CH2:1]([O:6][C:7]1[CH:12]=[CH:11][N+:10]([O-])=[C:9]([CH3:14])[C:8]=1[CH3:15])[CH2:2][CH2:3][CH2:4][CH3:5].[C:16]([O:19]C(=O)C)(=[O:18])[CH3:17]. (7) Given the product [N:26]1[CH:27]=[CH:28][CH:29]=[CH:30][C:25]=1[CH2:24][C:10]12[C:16](=[O:17])[N:15]([CH2:18][C:19]([F:21])([F:22])[F:20])[C:14](=[O:23])[N:11]1[CH2:12][CH2:13][NH:8][CH2:9]2, predict the reactants needed to synthesize it. The reactants are: C(OC([N:8]1[CH2:13][CH2:12][N:11]2[C:14](=[O:23])[N:15]([CH2:18][C:19]([F:22])([F:21])[F:20])[C:16](=[O:17])[C:10]2([CH2:24][C:25]2[CH:30]=[CH:29][CH:28]=[CH:27][N:26]=2)[CH2:9]1)=O)(C)(C)C.CS(O)(=O)=O.C(N(CC)CC)C. (8) Given the product [ClH:15].[Cl:15][C:16]1[CH:21]=[CH:20][C:19]([C:2]2[CH:3]=[N:4][CH:5]=[C:6]([CH2:8][N:9]3[CH:13]=[CH:12][N:11]=[C:10]3[CH3:14])[CH:7]=2)=[CH:18][C:17]=1[CH3:31], predict the reactants needed to synthesize it. The reactants are: Br[C:2]1[CH:3]=[N:4][CH:5]=[C:6]([CH2:8][N:9]2[CH:13]=[CH:12][N:11]=[C:10]2[CH3:14])[CH:7]=1.[Cl:15][C:16]1[CH:21]=[CH:20][C:19](B2OC(C)(C)C(C)(C)O2)=[CH:18][C:17]=1[CH3:31].